This data is from TCR-epitope binding with 47,182 pairs between 192 epitopes and 23,139 TCRs. The task is: Binary Classification. Given a T-cell receptor sequence (or CDR3 region) and an epitope sequence, predict whether binding occurs between them. (1) The epitope is LPPIVAKEI. The TCR CDR3 sequence is CASSYPLAGGTYEQYF. Result: 0 (the TCR does not bind to the epitope). (2) The epitope is KLSALGINAV. The TCR CDR3 sequence is CASSQEEGTPNTEAFF. Result: 0 (the TCR does not bind to the epitope).